From a dataset of Full USPTO retrosynthesis dataset with 1.9M reactions from patents (1976-2016). Predict the reactants needed to synthesize the given product. (1) Given the product [CH3:31][C:22]1[CH:27]=[CH:26][CH:25]=[CH:24][C:23]=1[C:28]([NH:1][C:2]1[C:11]2[C:6](=[CH:7][CH:8]=[CH:9][CH:10]=2)[CH:5]=[CH:4][C:3]=1[C:12]([OH:21])([C:13]([F:14])([F:15])[F:16])[C:17]([F:18])([F:19])[F:20])=[O:29], predict the reactants needed to synthesize it. The reactants are: [NH2:1][C:2]1[C:11]2[C:6](=[CH:7][CH:8]=[CH:9][CH:10]=2)[CH:5]=[CH:4][C:3]=1[C:12]([OH:21])([C:17]([F:20])([F:19])[F:18])[C:13]([F:16])([F:15])[F:14].[C:22]1([CH3:31])[C:23]([C:28](Cl)=[O:29])=[CH:24][CH:25]=[CH:26][CH:27]=1. (2) Given the product [F:23][C:19]1[C:17]2[O:18][C@@H:13]([CH2:12][NH:26][CH2:24][CH3:25])[CH2:14][O:15][C:16]=2[CH:22]=[CH:21][CH:20]=1, predict the reactants needed to synthesize it. The reactants are: CC1C=CC(S(O[CH2:12][C@@H:13]2[O:18][C:17]3[C:19]([F:23])=[CH:20][CH:21]=[CH:22][C:16]=3[O:15][CH2:14]2)(=O)=O)=CC=1.[CH2:24]([NH2:26])[CH3:25].C(#N)C. (3) The reactants are: Cl[C:2]1[N:7]2[N:8]=[C:9]([CH3:11])[CH:10]=[C:6]2[N:5]=[C:4]([NH:12][C:13]([C@@H:15]2[CH2:17][C@H:16]2[C:18]2[CH:23]=[CH:22][CH:21]=[CH:20][CH:19]=2)=[O:14])[CH:3]=1.[NH:24]1[CH2:29][CH2:28][CH:27]([NH:30][C:31](=[O:33])[CH3:32])[CH2:26][CH2:25]1. Given the product [C:31]([NH:30][CH:27]1[CH2:28][CH2:29][N:24]([C:2]2[N:7]3[N:8]=[C:9]([CH3:11])[CH:10]=[C:6]3[N:5]=[C:4]([NH:12][C:13]([C@@H:15]3[CH2:17][C@H:16]3[C:18]3[CH:23]=[CH:22][CH:21]=[CH:20][CH:19]=3)=[O:14])[CH:3]=2)[CH2:25][CH2:26]1)(=[O:33])[CH3:32], predict the reactants needed to synthesize it. (4) Given the product [CH2:1]([C:5]1([CH2:21][CH2:22][CH2:23][CH3:24])[C:17]2[CH:16]=[C:15]([C:64]3[CH:65]=[N:66][N:67]([C:69]4[CH:70]=[C:71]([OH:75])[CH:72]=[CH:73][CH:74]=4)[CH:68]=3)[CH:14]=[CH:13][C:12]=2[C:11]2[C:6]1=[CH:7][CH:8]=[CH:9][CH:10]=2)[CH2:2][CH2:3][CH3:4], predict the reactants needed to synthesize it. The reactants are: [CH2:1]([C:5]1([CH2:21][CH2:22][CH2:23][CH3:24])[C:17]2[CH:16]=[C:15](B(O)O)[CH:14]=[CH:13][C:12]=2[C:11]2[C:6]1=[CH:7][CH:8]=[CH:9][CH:10]=2)[CH2:2][CH2:3][CH3:4].C1(P(C2CCCCC2)C2CCCCC2)CCCCC1.C1(P(C2CCCCC2)C2CCCCC2)CCCCC1.Br[C:64]1[CH:65]=[N:66][N:67]([C:69]2[CH:74]=[CH:73][CH:72]=[C:71]([O:75]C)[CH:70]=2)[CH:68]=1.[O-]P([O-])([O-])=O.[K+].[K+].[K+]. (5) Given the product [CH3:13][N:9]([CH2:8][C:5]1[CH:6]=[CH:7][C:2]([N:18]2[C:19]3[CH2:20][CH2:21][CH2:22][CH2:23][C:24]=3[C:16]([C:15]([F:14])([F:26])[F:25])=[N:17]2)=[CH:3][CH:4]=1)[C:10](=[O:12])[CH3:11], predict the reactants needed to synthesize it. The reactants are: Br[C:2]1[CH:7]=[CH:6][C:5]([CH2:8][N:9]([CH3:13])[C:10](=[O:12])[CH3:11])=[CH:4][CH:3]=1.[F:14][C:15]([F:26])([F:25])[C:16]1[C:24]2[CH2:23][CH2:22][CH2:21][CH2:20][C:19]=2[NH:18][N:17]=1. (6) Given the product [F:18][C:15]([F:16])([F:17])[C:12]1[CH:13]=[CH:14][NH:10][C:11]=1[C:19]([O:21][CH3:22])=[O:20], predict the reactants needed to synthesize it. The reactants are: C1(S([N:10]2[CH:14]=[CH:13][C:12]([C:15]([F:18])([F:17])[F:16])=[C:11]2[C:19]([O:21][CH3:22])=[O:20])(=O)=O)C=CC=CC=1.C[O-].[Na+].Cl. (7) Given the product [CH2:6]([N:8]([CH2:31][CH3:33])[C:9]([CH:25]([C:24]1[CH:28]=[CH:29][CH:21]=[CH:22][CH:23]=1)[N:44]1[CH2:43][CH2:42][N:12]([C:2]2[CH:18]=[CH:17][C:5]([C:6]([NH:8][CH2:9][C:10]3[C:11]([CH3:16])=[N:12][O:13][C:14]=3[CH3:15])=[O:7])=[CH:4][C:3]=2[F:19])[CH2:11][CH2:10]1)=[O:46])[CH3:5], predict the reactants needed to synthesize it. The reactants are: Br[C:2]1[CH:18]=[CH:17][C:5]([C:6]([NH:8][CH2:9][C:10]2[C:11]([CH3:16])=[N:12][O:13][C:14]=2[CH3:15])=[O:7])=[CH:4][C:3]=1[F:19].Br[C:21]1[CH:29]=[CH:28][C:24]([C:25](O)=O)=[CH:23][C:22]=1F.[C:31](Cl)([C:33](Cl)=O)=O.CC1[C:42]([CH2:43][NH2:44])=C(C)ON=1.[OH2:46].